Dataset: TCR-epitope binding with 47,182 pairs between 192 epitopes and 23,139 TCRs. Task: Binary Classification. Given a T-cell receptor sequence (or CDR3 region) and an epitope sequence, predict whether binding occurs between them. (1) The epitope is YLNTLTLAV. The TCR CDR3 sequence is CASSPGGVGNQPQHF. Result: 1 (the TCR binds to the epitope). (2) The epitope is LLDFVRFMGV. The TCR CDR3 sequence is CASSSGVNYNEQFF. Result: 0 (the TCR does not bind to the epitope). (3) The epitope is PROT_97E67BCC. The TCR CDR3 sequence is CASSARSQETQYF. Result: 0 (the TCR does not bind to the epitope). (4) The epitope is RPHERNGFTVL. The TCR CDR3 sequence is CASSLTGGSDLEYF. Result: 0 (the TCR does not bind to the epitope). (5) The epitope is NLVPMVATV. The TCR CDR3 sequence is CASRPPQGVREQYF. Result: 1 (the TCR binds to the epitope). (6) The epitope is RILGAGCFV. The TCR CDR3 sequence is CASSEGGVDYGYTF. Result: 0 (the TCR does not bind to the epitope).